From a dataset of Experimentally validated miRNA-target interactions with 360,000+ pairs, plus equal number of negative samples. Binary Classification. Given a miRNA mature sequence and a target amino acid sequence, predict their likelihood of interaction. (1) The miRNA is hsa-miR-492 with sequence AGGACCUGCGGGACAAGAUUCUU. The protein sequence of the target gene is MKMKSQATMICCLVFFLSTECSHYRSKIHLKAGDKLQSPEGKPKTGRIQEKCEGPCISSSNCSQPCAKDFHGEIGFTCNQKKWQKSAETCTSLSVEKLFKDSTGASRLSVAAPSIPLHILDFRAPETIESVAQGIRKNCPFDYACITDMVKSSETTSGNIAFIVELLKNISTDLSDNVTREKMKSYSEVANHILDTAAISNWAFIPNKNASSDLLQSVNLFARQLHIHNNSENIVNELFIQTKGFHINHNTSEKSLNFSMSMNNTTEDILGMVQIPRQELRKLWPNASQAISIAFPTLGA.... Result: 0 (no interaction). (2) The miRNA is hsa-miR-3690 with sequence ACCUGGACCCAGCGUAGACAAAG. The protein sequence of the target gene is METTVGALGENTTDTFTDFFSALDGHEAQTGSLPFTFSYGDYDMPLDEEEDVTNSRTFFAAKIVIGMALVGIMLVCGIGNFIFITALARYKKLRNLTNLLIANLAISDFLVAIVCCPFEMDYYVVRQLSWEHGHVLCASVNYLRTVSLYVSTNALLAIAIDRYLAIVHPLRPRMKCQTAAGLIFLVWSVSILIAIPAAYFTTETVLVIVERQEKIFCGQIWPVDQQFYYRSYFLLVFGLEFVGPVVAMTLCYARVSRELWFKAVPGFQTEQIRRRLRCRRRTVLGLVCVLSAYVLCWAPF.... Result: 0 (no interaction).